This data is from Forward reaction prediction with 1.9M reactions from USPTO patents (1976-2016). The task is: Predict the product of the given reaction. (1) Given the reactants [Cl:1][C:2]1[C:10]([CH2:11][O:12][CH2:13][CH:14]2[CH2:18][O:17][C:16]([CH2:20][Cl:21])([CH3:19])[O:15]2)=[C:9]([S:22]([CH3:25])(=[O:24])=[O:23])[CH:8]=[CH:7][C:3]=1[C:4]([OH:6])=[O:5].[C:26]1(=O)[CH2:31][CH2:30][CH2:29][CH2:28][C:27]1=[O:32].Cl.CN(C)CCCN=C=NCC, predict the reaction product. The product is: [Cl:1][C:2]1[C:10]([CH2:11][O:12][CH2:13][CH:14]2[CH2:18][O:17][C:16]([CH2:20][Cl:21])([CH3:19])[O:15]2)=[C:9]([S:22]([CH3:25])(=[O:23])=[O:24])[CH:8]=[CH:7][C:3]=1[C:4]([O:6][C:31]1[CH2:30][CH2:29][CH2:28][C:27](=[O:32])[CH:26]=1)=[O:5]. (2) Given the reactants [CH2:1]([N:8]1[CH2:13][CH2:12][C:11]([NH:16][CH2:17][CH3:18])([C:14]#[N:15])[CH2:10][CH2:9]1)[C:2]1[CH:7]=[CH:6][CH:5]=[CH:4][CH:3]=1.[OH:19]S(O)(=O)=O, predict the reaction product. The product is: [CH2:1]([N:8]1[CH2:13][CH2:12][C:11]([NH:16][CH2:17][CH3:18])([C:14]([NH2:15])=[O:19])[CH2:10][CH2:9]1)[C:2]1[CH:3]=[CH:4][CH:5]=[CH:6][CH:7]=1.